Dataset: Forward reaction prediction with 1.9M reactions from USPTO patents (1976-2016). Task: Predict the product of the given reaction. (1) Given the reactants [F:1][C:2]([F:21])([F:20])[C:3]1[CH:4]=[C:5]([C@H:13]2[O:17][C:16](=[O:18])[NH:15][C@H:14]2[CH3:19])[CH:6]=[C:7]([C:9]([F:12])([F:11])[F:10])[CH:8]=1.C[Si]([N-][Si](C)(C)C)(C)C.[Na+].[Cl:32][C:33]1[C:38]([CH2:39]Cl)=[N:37][CH:36]=[CH:35][N:34]=1, predict the reaction product. The product is: [F:21][C:2]([F:1])([F:20])[C:3]1[CH:4]=[C:5]([C@@H:13]2[O:17][C:16](=[O:18])[N:15]([CH2:39][C:38]3[C:33]([Cl:32])=[N:34][CH:35]=[CH:36][N:37]=3)[C@H:14]2[CH3:19])[CH:6]=[C:7]([C:9]([F:10])([F:11])[F:12])[CH:8]=1. (2) Given the reactants [CH:1]1[CH:6]=[C:5]([NH:7][C:8]2[N:13]=[CH:12][CH:11]=[CH:10][CH:9]=2)[N:4]=[CH:3][CH:2]=1.[H-].[Na+].Br[CH2:17][C:18]1[CH:23]=[CH:22][C:21]([CH2:24][N:25]2[CH2:38][CH2:37][CH2:36][N:35]([C:39]([O:41][C:42]([CH3:45])([CH3:44])[CH3:43])=[O:40])[CH2:34][CH2:33][N:32]([C:46]([O:48][C:49]([CH3:52])([CH3:51])[CH3:50])=[O:47])[CH2:31][CH2:30][CH2:29][N:28]([C:53]([O:55][C:56]([CH3:59])([CH3:58])[CH3:57])=[O:54])[CH2:27][CH2:26]2)=[CH:20][CH:19]=1.O, predict the reaction product. The product is: [N:13]1[CH:12]=[CH:11][CH:10]=[CH:9][C:8]=1[N:7]([CH2:17][C:18]1[CH:19]=[CH:20][C:21]([CH2:24][N:25]2[CH2:38][CH2:37][CH2:36][N:35]([C:39]([O:41][C:42]([CH3:43])([CH3:44])[CH3:45])=[O:40])[CH2:34][CH2:33][N:32]([C:46]([O:48][C:49]([CH3:51])([CH3:50])[CH3:52])=[O:47])[CH2:31][CH2:30][CH2:29][N:28]([C:53]([O:55][C:56]([CH3:59])([CH3:58])[CH3:57])=[O:54])[CH2:27][CH2:26]2)=[CH:22][CH:23]=1)[C:5]1[CH:6]=[CH:1][CH:2]=[CH:3][N:4]=1. (3) Given the reactants [NH2:1][C:2]1[S:3][C:4]2[C:9]([N:10]=1)=[CH:8][CH:7]=[C:6]([O:11][C:12]1[CH:13]=[CH:14][C:15]([Cl:25])=[C:16]([NH:18][C:19](=[O:24])[C:20]([F:23])([F:22])[F:21])[CH:17]=1)[N:5]=2.[CH:26]1([C:29](Cl)=[O:30])[CH2:28][CH2:27]1.C(=O)([O-])O.[Na+], predict the reaction product. The product is: [Cl:25][C:15]1[CH:14]=[CH:13][C:12]([O:11][C:6]2[N:5]=[C:4]3[S:3][C:2]([NH:1][C:29]([CH:26]4[CH2:28][CH2:27]4)=[O:30])=[N:10][C:9]3=[CH:8][CH:7]=2)=[CH:17][C:16]=1[NH:18][C:19](=[O:24])[C:20]([F:22])([F:21])[F:23]. (4) Given the reactants [H-].COCCO[Al+]OCCOC.[Na+].[H-].[CH2:15]([O:22][C:23]1[CH:24]=[C:25]([CH:29]([OH:33])[C:30]#[C:31][CH3:32])[CH:26]=[CH:27][CH:28]=1)[C:16]1[CH:21]=[CH:20][CH:19]=[CH:18][CH:17]=1, predict the reaction product. The product is: [CH2:15]([O:22][C:23]1[CH:24]=[C:25]([CH:29]([OH:33])/[CH:30]=[CH:31]/[CH3:32])[CH:26]=[CH:27][CH:28]=1)[C:16]1[CH:17]=[CH:18][CH:19]=[CH:20][CH:21]=1. (5) Given the reactants [C:1]([C:4]1[C:5]([NH:20][C:21]2[CH:26]=[CH:25][C:24]([Cl:27])=[CH:23][CH:22]=2)=[N:6][N:7]([CH:9]2[CH2:14][CH2:13][CH:12]([C:15]([OH:17])=[O:16])[CH2:11][CH:10]2[C:18]#[N:19])[CH:8]=1)(=[O:3])[NH2:2].[CH2:28](Cl)CCl.C1C=CC2N(O)N=NC=2C=1, predict the reaction product. The product is: [C:1]([C:4]1[C:5]([NH:20][C:21]2[CH:22]=[CH:23][C:24]([Cl:27])=[CH:25][CH:26]=2)=[N:6][N:7]([CH:9]2[CH2:14][CH2:13][CH:12]([C:15]([O:17][CH3:28])=[O:16])[CH2:11][CH:10]2[C:18]#[N:19])[CH:8]=1)(=[O:3])[NH2:2]. (6) Given the reactants [F:1][CH:2]([F:11])[N:3]1[N:7]=[C:6]([N+:8]([O-])=O)[CH:5]=[N:4]1, predict the reaction product. The product is: [F:1][CH:2]([F:11])[N:3]1[N:7]=[C:6]([NH2:8])[CH:5]=[N:4]1. (7) Given the reactants [NH:1]1[CH:5]=[CH:4][C:3]([NH:6][C:7]2[N:11]([C:12]3[CH:17]=[C:16](S(C)=O)[N:15]=[C:14]([CH3:21])[N:13]=3)[N:10]=[C:9]([C:22]([O:24][CH2:25][CH3:26])=[O:23])[CH:8]=2)=[N:2]1.[NH3:27].CC(O)C, predict the reaction product. The product is: [NH:1]1[CH:5]=[CH:4][C:3]([NH:6][C:7]2[N:11]([C:12]3[CH:17]=[C:16]([NH2:27])[N:15]=[C:14]([CH3:21])[N:13]=3)[N:10]=[C:9]([C:22]([O:24][CH2:25][CH3:26])=[O:23])[CH:8]=2)=[N:2]1.